This data is from Forward reaction prediction with 1.9M reactions from USPTO patents (1976-2016). The task is: Predict the product of the given reaction. (1) Given the reactants Cl[C:2]1[CH:17]=[C:16]([NH:18][CH:19]([CH3:21])[CH3:20])[C:5]([C:6]([NH:8][CH2:9][C@@H:10]([F:15])[C:11]([OH:14])([CH3:13])[CH3:12])=[O:7])=[CH:4][N:3]=1.CC1(C)C2C(=C(P(C3C=CC=CC=3)C3C=CC=CC=3)C=CC=2)OC2C(P(C3C=CC=CC=3)C3C=CC=CC=3)=CC=CC1=2.[NH2:64][C:65]1[CH:72]=[CH:71][C:68]([C:69]#[N:70])=[CH:67][N:66]=1.C([O-])([O-])=O.[Na+].[Na+], predict the reaction product. The product is: [C:69]([C:68]1[CH:71]=[CH:72][C:65]([NH:64][C:2]2[CH:17]=[C:16]([NH:18][CH:19]([CH3:21])[CH3:20])[C:5]([C:6]([NH:8][CH2:9][C@@H:10]([F:15])[C:11]([OH:14])([CH3:13])[CH3:12])=[O:7])=[CH:4][N:3]=2)=[N:66][CH:67]=1)#[N:70]. (2) Given the reactants [CH3:1][O:2][C:3]1[CH:4]=[C:5]([CH:33]=[CH:34][CH:35]=1)[CH2:6][C:7]1([C:29]([O:31]C)=[O:30])[CH2:11][CH2:10][CH2:9][N:8]1[C:12]([C@@H:14]1[CH2:18][CH2:17][CH2:16][N:15]1[C:19]([O:21][CH2:22][C:23]1[CH:28]=[CH:27][CH:26]=[CH:25][CH:24]=1)=[O:20])=[O:13].[OH-].[Na+].C(O)(=O)CC(CC(O)=O)(C(O)=O)O, predict the reaction product. The product is: [CH2:22]([O:21][C:19]([N:15]1[CH2:16][CH2:17][CH2:18][CH:14]1[C:12]([N:8]1[CH2:9][CH2:10][CH2:11][C@:7]1([CH2:6][C:5]1[CH:33]=[CH:34][CH:35]=[C:3]([O:2][CH3:1])[CH:4]=1)[C:29]([OH:31])=[O:30])=[O:13])=[O:20])[C:23]1[CH:28]=[CH:27][CH:26]=[CH:25][CH:24]=1.